This data is from Full USPTO retrosynthesis dataset with 1.9M reactions from patents (1976-2016). The task is: Predict the reactants needed to synthesize the given product. Given the product [C:1]([NH:5][C:6]1[N:15]([CH2:16][CH2:17][O:18][CH3:19])[C:14](=[O:20])[C:13]2[C:8](=[C:9]([C:29]3[NH:28][C:27]4[CH2:23][NH:24][C:25](=[O:40])[C:26]=4[CH:30]=3)[CH:10]=[CH:11][CH:12]=2)[N:7]=1)([CH3:4])([CH3:3])[CH3:2], predict the reactants needed to synthesize it. The reactants are: [C:1]([NH:5][C:6]1[N:15]([CH2:16][CH2:17][O:18][CH3:19])[C:14](=[O:20])[C:13]2[C:8](=[C:9](I)[CH:10]=[CH:11][CH:12]=2)[N:7]=1)([CH3:4])([CH3:3])[CH3:2].C[C@@H:23]1[C:27]2[NH:28][C:29](B3OC(C)(C)C(C)(C)O3)=[CH:30][C:26]=2[C:25](=[O:40])[NH:24]1.